Dataset: Reaction yield outcomes from USPTO patents with 853,638 reactions. Task: Predict the reaction yield, written as a fraction of the theoretical maximum amount of product (1.0 means a 100% yield; for example, 0.34 means a 34% yield). (1) The catalyst is C1C=CC([P]([Pd]([P](C2C=CC=CC=2)(C2C=CC=CC=2)C2C=CC=CC=2)([P](C2C=CC=CC=2)(C2C=CC=CC=2)C2C=CC=CC=2)[P](C2C=CC=CC=2)(C2C=CC=CC=2)C2C=CC=CC=2)(C2C=CC=CC=2)C2C=CC=CC=2)=CC=1.C1(C)C=CC=CC=1. The product is [C:18]1([C:27]2[CH:28]=[CH:29][CH:30]=[CH:31][CH:32]=2)[CH:23]=[CH:22][CH:21]=[CH:20][C:19]=1[C:3]1[CH:2]=[CH:14][C:13]2[C:12]3[C:7](=[CH:8][CH:9]=[C:10]([Br:15])[CH:11]=3)[C:6]([CH3:16])([CH3:17])[C:5]=2[CH:4]=1. The reactants are Br[C:2]1[CH:3]=[CH:4][C:5]2[C:6]([CH3:17])([CH3:16])[C:7]3[C:12]([C:13]=2[CH:14]=1)=[CH:11][C:10]([Br:15])=[CH:9][CH:8]=3.[C:18]1([C:27]2[CH:32]=[CH:31][CH:30]=[CH:29][CH:28]=2)[CH:23]=[CH:22][CH:21]=[CH:20][C:19]=1B(O)O.C([O-])([O-])=O.[Na+].[Na+].CCO. The yield is 0.630. (2) The product is [CH3:18][C:17]1[N:12]2[C:13]([O:14][C:10]([C:7]3[CH:8]=[CH:9][C:4]([NH:1][C:2]([NH2:19])=[S:3])=[CH:5][CH:6]=3)=[N:11]2)=[CH:15][N:16]=1. The reactants are [N:1]([C:4]1[CH:9]=[CH:8][C:7]([C:10]2[O:14][C:13]3=[CH:15][N:16]=[C:17]([CH3:18])[N:12]3[N:11]=2)=[CH:6][CH:5]=1)=[C:2]=[S:3].[NH3:19]. The yield is 0.890. The catalyst is CO. (3) The reactants are [CH:1]1[C:13]2[CH:12]([CH2:14][O:15][C:16]([NH:18][C@H:19]([CH2:26][O:27][C@@H:28]3[O:37][CH:36]4[C@@H:31]([O:32][CH:33]([C:38]5[CH:43]=[CH:42][CH:41]=[CH:40][CH:39]=5)[O:34][CH2:35]4)[C@H:30]([O:44][C:45](=[O:67])[CH2:46][S:47][C:48]([C:61]4[CH:66]=[CH:65][CH:64]=[CH:63][CH:62]=4)([C:55]4[CH:60]=[CH:59][CH:58]=[CH:57][CH:56]=4)[C:49]4[CH:54]=[CH:53][CH:52]=[CH:51][CH:50]=4)[C@@H:29]3[NH:68][C:69](=[O:71])[CH3:70])[C:20]([O:22]CC=C)=[O:21])=[O:17])[C:11]3[C:6](=[CH:7][CH:8]=[CH:9][CH:10]=3)[C:5]=2[CH:4]=[CH:3][CH:2]=1.CNC1C=CC=CC=1. The catalyst is C1COCC1.C1C=CC([P]([Pd]([P](C2C=CC=CC=2)(C2C=CC=CC=2)C2C=CC=CC=2)([P](C2C=CC=CC=2)(C2C=CC=CC=2)C2C=CC=CC=2)[P](C2C=CC=CC=2)(C2C=CC=CC=2)C2C=CC=CC=2)(C2C=CC=CC=2)C2C=CC=CC=2)=CC=1. The product is [CH:1]1[C:13]2[CH:12]([CH2:14][O:15][C:16]([NH:18][C@H:19]([CH2:26][O:27][C@@H:28]3[O:37][CH:36]4[C@@H:31]([O:32][CH:33]([C:38]5[CH:43]=[CH:42][CH:41]=[CH:40][CH:39]=5)[O:34][CH2:35]4)[C@H:30]([O:44][C:45](=[O:67])[CH2:46][S:47][C:48]([C:49]4[CH:54]=[CH:53][CH:52]=[CH:51][CH:50]=4)([C:55]4[CH:56]=[CH:57][CH:58]=[CH:59][CH:60]=4)[C:61]4[CH:62]=[CH:63][CH:64]=[CH:65][CH:66]=4)[C@@H:29]3[NH:68][C:69](=[O:71])[CH3:70])[C:20]([OH:22])=[O:21])=[O:17])[C:11]3[C:6](=[CH:7][CH:8]=[CH:9][CH:10]=3)[C:5]=2[CH:4]=[CH:3][CH:2]=1. The yield is 0.950. (4) The reactants are Br[CH2:2][C:3]1[C:12]([Cl:13])=[N:11][CH:10]=[CH:9][C:4]=1[C:5]([O:7]C)=O.Cl.[CH3:15][C:16]1[CH:17]=[C:18]([CH:30]([NH2:32])[CH3:31])[CH:19]=[N:20][C:21]=1[O:22][CH2:23][C:24]([F:29])([F:28])[CH:25]([F:27])[F:26]. No catalyst specified. The product is [Cl:13][C:12]1[C:3]2[CH2:2][N:32]([CH:30]([C:18]3[CH:19]=[N:20][C:21]([O:22][CH2:23][C:24]([F:29])([F:28])[CH:25]([F:27])[F:26])=[C:16]([CH3:15])[CH:17]=3)[CH3:31])[C:5](=[O:7])[C:4]=2[CH:9]=[CH:10][N:11]=1. The yield is 0.640. (5) The reactants are [CH3:1][C:2]1([CH3:28])[C:10]2[CH:9]=[N:8][C:7](S(C)(=O)=O)=[N:6][C:5]=2[N:4]([S:15]([C:18]2[CH:19]=[CH:20][CH:21]=[C:22]3[C:27]=2[N:26]=[CH:25][CH:24]=[CH:23]3)(=[O:17])=[O:16])[CH2:3]1.[NH2:29][C:30]1[CH:35]=[CH:34][C:33]([N:36]2[CH2:41][CH2:40][N:39](C(OC(C)(C)C)=O)[C@H:38]([CH3:49])[CH2:37]2)=[CH:32][CH:31]=1.CO.C(Cl)Cl.C([O-])(O)=O.[Na+]. The yield is 0.0800. The catalyst is C(O)C(F)(F)F.FC(F)(F)C(O)=O. The product is [CH3:1][C:2]1([CH3:28])[C:10]2[CH:9]=[N:8][C:7]([NH:29][C:30]3[CH:31]=[CH:32][C:33]([N:36]4[CH2:41][CH2:40][NH:39][C@H:38]([CH3:49])[CH2:37]4)=[CH:34][CH:35]=3)=[N:6][C:5]=2[N:4]([S:15]([C:18]2[CH:19]=[CH:20][CH:21]=[C:22]3[C:27]=2[N:26]=[CH:25][CH:24]=[CH:23]3)(=[O:17])=[O:16])[CH2:3]1. (6) The reactants are C([O-])(O)=O.[Na+].[NH2:6][C@H:7]([C:11]([OH:13])=[O:12])[C@@H:8]([CH3:10])[OH:9].[CH:14]1[CH:19]=[CH:18][C:17]([CH2:20][O:21][C:22](Cl)=[O:23])=[CH:16][CH:15]=1.Cl.C1(NC2CCCCC2)CCCCC1. The catalyst is O.C1(C)C=CC=CC=1.CCOC(C)=O.CC(OC)(C)C. The product is [CH2:20]([O:21][C:22]([NH:6][C@@H:7]([C@H:8]([OH:9])[CH3:10])[C:11]([OH:13])=[O:12])=[O:23])[C:17]1[CH:18]=[CH:19][CH:14]=[CH:15][CH:16]=1. The yield is 0.430.